This data is from Forward reaction prediction with 1.9M reactions from USPTO patents (1976-2016). The task is: Predict the product of the given reaction. Given the reactants [Cl:1][C:2]1[CH:3]=[N+:4]([O-:49])[CH:5]=[C:6]([Cl:48])[C:7]=1[CH2:8][C@H:9]([O:25][C:26](=[O:47])[C:27]1[CH:32]=[CH:31][C:30]([O:33][S:34]([CH2:37][CH2:38][N:39]([CH3:41])[CH3:40])(=[O:36])=[O:35])=[C:29]([O:42][CH2:43][CH:44]2[CH2:46][CH2:45]2)[CH:28]=1)[C:10]1[CH:15]=[CH:14][C:13]([O:16][CH:17]([F:19])[F:18])=[C:12]([O:20][CH2:21][CH:22]2[CH2:24][CH2:23]2)[CH:11]=1, predict the reaction product. The product is: [ClH:1].[Cl:1][C:2]1[CH:3]=[N+:4]([O-:49])[CH:5]=[C:6]([Cl:48])[C:7]=1[CH2:8][C@H:9]([O:25][C:26](=[O:47])[C:27]1[CH:32]=[CH:31][C:30]([O:33][S:34]([CH2:37][CH2:38][N:39]([CH3:41])[CH3:40])(=[O:36])=[O:35])=[C:29]([O:42][CH2:43][CH:44]2[CH2:45][CH2:46]2)[CH:28]=1)[C:10]1[CH:15]=[CH:14][C:13]([O:16][CH:17]([F:19])[F:18])=[C:12]([O:20][CH2:21][CH:22]2[CH2:24][CH2:23]2)[CH:11]=1.